Dataset: Peptide-MHC class I binding affinity with 185,985 pairs from IEDB/IMGT. Task: Regression. Given a peptide amino acid sequence and an MHC pseudo amino acid sequence, predict their binding affinity value. This is MHC class I binding data. (1) The binding affinity (normalized) is 0.409. The peptide sequence is RVYANLGER. The MHC is HLA-A68:01 with pseudo-sequence HLA-A68:01. (2) The peptide sequence is DTDIFSPENK. The MHC is HLA-A11:01 with pseudo-sequence HLA-A11:01. The binding affinity (normalized) is 0.313.